Dataset: Reaction yield outcomes from USPTO patents with 853,638 reactions. Task: Predict the reaction yield, written as a fraction of the theoretical maximum amount of product (1.0 means a 100% yield; for example, 0.34 means a 34% yield). (1) The reactants are [NH2:1][C:2]1[C:3]([C:7]([NH:9][CH3:10])=[O:8])=[N:4][NH:5][CH:6]=1.C(N(CC)CC)C.[C:18]1([C:28]2[CH:33]=[CH:32][CH:31]=[CH:30][CH:29]=2)[CH:23]=[CH:22][C:21]([S:24](Cl)(=[O:26])=[O:25])=[CH:20][CH:19]=1.C(=O)([O-])O.[Na+]. The catalyst is ClCCl.CN(C=O)C. The product is [C:18]1([C:28]2[CH:33]=[CH:32][CH:31]=[CH:30][CH:29]=2)[CH:23]=[CH:22][C:21]([S:24]([NH:1][C:2]2[C:3]([C:7]([NH:9][CH3:10])=[O:8])=[N:4][NH:5][CH:6]=2)(=[O:26])=[O:25])=[CH:20][CH:19]=1. The yield is 0.300. (2) The reactants are BrC1SC(Cl)=C(Cl)C=1C(=O)CCl.CC1C=CSC=1.ClCC(Cl)=O.ClCC([C:28]1[C:32]([CH3:33])=[C:31]([C:34](=[O:37])[CH2:35][Cl:36])[S:30][CH:29]=1)=O.ClCC(C1SC=C(C)C=1)=O. The catalyst is C(#N)C.O.CCCCCC.C(OCC)(=O)C. The product is [Cl:36][CH2:35][C:34]([C:31]1[S:30][CH:29]=[CH:28][C:32]=1[CH3:33])=[O:37]. The yield is 0.0500. (3) The reactants are [Cl:1][C:2]1[CH:3]=[C:4]([C:9]2[N:14]=[C:13]3[CH2:15][CH2:16][CH2:17][C:12]3=[C:11]([NH:18][C:19]3[CH:24]=[CH:23][C:22]([CH2:25][C:26]([O:28]CC)=O)=[CH:21][CH:20]=3)[CH:10]=2)[CH:5]=[CH:6][C:7]=1[F:8].[NH3:31]. The catalyst is CO. The product is [ClH:1].[Cl:1][C:2]1[CH:3]=[C:4]([C:9]2[N:14]=[C:13]3[CH2:15][CH2:16][CH2:17][C:12]3=[C:11]([NH:18][C:19]3[CH:24]=[CH:23][C:22]([CH2:25][C:26]([NH2:31])=[O:28])=[CH:21][CH:20]=3)[CH:10]=2)[CH:5]=[CH:6][C:7]=1[F:8]. The yield is 0.370. (4) The reactants are [S:1]([C:5]1[CH:39]=[CH:38][C:8]([CH2:9][CH2:10][NH:11][CH2:12][C:13]2[N:14]([CH2:18][C:19]([N:21]([CH2:30][C:31]([O:33][C:34]([CH3:37])([CH3:36])[CH3:35])=[O:32])[CH2:22][C:23]([O:25][C:26]([CH3:29])([CH3:28])[CH3:27])=[O:24])=[O:20])[CH:15]=[CH:16][N:17]=2)=[CH:7][CH:6]=1)(=[O:4])(=[O:3])[NH2:2].CC(O)=O.[CH:44]([C:46]1[N:47]([CH2:51][C:52]([NH:54][C:55]2[CH:60]=[CH:59][CH:58]=[C:57]([I:61])[CH:56]=2)=[O:53])[CH:48]=[CH:49][N:50]=1)=O.[BH-](OC(C)=O)(OC(C)=O)OC(C)=O.[Na+]. The catalyst is ClCCCl.O. The product is [I:61][C:57]1[CH:56]=[C:55]([NH:54][C:52](=[O:53])[CH2:51][N:47]2[CH:48]=[CH:49][N:50]=[C:46]2[CH2:44][N:11]([CH2:12][C:13]2[N:14]([CH2:18][C:19]([N:21]([CH2:30][C:31]([O:33][C:34]([CH3:37])([CH3:36])[CH3:35])=[O:32])[CH2:22][C:23]([O:25][C:26]([CH3:27])([CH3:28])[CH3:29])=[O:24])=[O:20])[CH:15]=[CH:16][N:17]=2)[CH2:10][CH2:9][C:8]2[CH:38]=[CH:39][C:5]([S:1](=[O:3])(=[O:4])[NH2:2])=[CH:6][CH:7]=2)[CH:60]=[CH:59][CH:58]=1. The yield is 0.560. (5) The reactants are [C:1]1([C:11]([OH:13])=O)[C:10]2[C:5](=[CH:6][CH:7]=[CH:8][CH:9]=2)[CH:4]=[CH:3][N:2]=1.[NH2:14][C:15]1[CH:20]=[CH:19][C:18]([CH2:21][C:22]([O:24][CH3:25])=[O:23])=[CH:17][C:16]=1[Cl:26].C1C=CC2N(O)N=NC=2C=1.CCN=C=NCCCN(C)C.Cl. The catalyst is CN(C=O)C.CN(C1C=CN=CC=1)C.O. The product is [Cl:26][C:16]1[CH:17]=[C:18]([CH2:21][C:22]([O:24][CH3:25])=[O:23])[CH:19]=[CH:20][C:15]=1[NH:14][C:11]([C:1]1[C:10]2[C:5](=[CH:6][CH:7]=[CH:8][CH:9]=2)[CH:4]=[CH:3][N:2]=1)=[O:13]. The yield is 0.560. (6) The reactants are Br[C:2]1[C:7](=[O:8])[N:6]([CH2:9][C:10]2[CH:15]=[CH:14][C:13]([C:16]3[C:17]([C:22]#[N:23])=[CH:18][CH:19]=[CH:20][CH:21]=3)=[CH:12][CH:11]=2)[C:5]([CH2:24][CH2:25][CH3:26])=[N:4][C:3]=1[CH2:27][CH3:28].[F:29][C:30]1[CH:35]=[C:34]([O:36][CH:37]([CH3:39])[CH3:38])[CH:33]=[CH:32][C:31]=1B(O)O.C(=O)([O-])[O-].[Cs+].[Cs+]. The catalyst is O1CCOCC1.C(OCC)(=O)C.C1C=CC(P(C2C=CC=CC=2)[C-]2C=CC=C2)=CC=1.C1C=CC(P(C2C=CC=CC=2)[C-]2C=CC=C2)=CC=1.Cl[Pd]Cl.[Fe+2]. The product is [CH2:27]([C:3]1[N:4]=[C:5]([CH2:24][CH2:25][CH3:26])[N:6]([CH2:9][C:10]2[CH:11]=[CH:12][C:13]([C:16]3[C:17]([C:22]#[N:23])=[CH:18][CH:19]=[CH:20][CH:21]=3)=[CH:14][CH:15]=2)[C:7](=[O:8])[C:2]=1[C:31]1[CH:32]=[CH:33][C:34]([O:36][CH:37]([CH3:38])[CH3:39])=[CH:35][C:30]=1[F:29])[CH3:28]. The yield is 0.590.